The task is: Predict the product of the given reaction.. This data is from Forward reaction prediction with 1.9M reactions from USPTO patents (1976-2016). (1) Given the reactants [CH3:1][O:2][C:3]1[CH:4]=[CH:5][C:6]([NH:9][C:10]2[C:19]3[CH:18]=[CH:17][CH:16]=[C:15]([C:20]([OH:22])=O)[C:14]=3[CH:13]=[CH:12][N:11]=2)=[N:7][CH:8]=1.NC1C2C=CC=C(C([NH:36][C:37]3[CH:42]=[C:41]([C:43](=[O:55])[NH:44][C:45]4[CH:50]=[CH:49][CH:48]=[C:47]([C:51]([F:54])([F:53])[F:52])[CH:46]=4)[CH:40]=[CH:39][C:38]=3[CH3:56])=O)C=2C=CN=1.NC1C=CC=CC=1, predict the reaction product. The product is: [CH3:1][O:2][C:3]1[CH:4]=[CH:5][C:6]([NH:9][C:10]2[C:19]3[CH:18]=[CH:17][CH:16]=[C:15]([C:20]([NH:36][C:37]4[CH:42]=[C:41]([C:43](=[O:55])[NH:44][C:45]5[CH:50]=[CH:49][CH:48]=[C:47]([C:51]([F:52])([F:53])[F:54])[CH:46]=5)[CH:40]=[CH:39][C:38]=4[CH3:56])=[O:22])[C:14]=3[CH:13]=[CH:12][N:11]=2)=[N:7][CH:8]=1. (2) Given the reactants [C:1]([O:5][CH:6]([C:12]1[S:13][C:14](Br)=[CH:15][C:16]=1Br)[C:7]([O:9][CH2:10][CH3:11])=[O:8])([CH3:4])([CH3:3])[CH3:2].[C:19]1(B(O)O)[CH:24]=[CH:23][CH:22]=[CH:21][CH:20]=1.C(=O)([O-])[O-].[Na+].[Na+].[CH2:34](O)[CH3:35], predict the reaction product. The product is: [C:1]([O:5][CH:6]([C:12]1[S:13][C:14]([C:35]2[CH:34]=[CH:16][CH:12]=[CH:6][CH:7]=2)=[CH:15][C:16]=1[C:19]1[CH:24]=[CH:23][CH:22]=[CH:21][CH:20]=1)[C:7]([O:9][CH2:10][CH3:11])=[O:8])([CH3:4])([CH3:3])[CH3:2]. (3) The product is: [CH3:36][N:2]([CH3:1])[C@@H:3]1[CH2:7][CH2:6][N:5]([C:8]2[CH:9]=[C:10]([O:34][CH3:35])[C:11]([NH:17][C:18]3[N:23]=[C:22]([C:24]4[C:32]5[C:27](=[CH:28][CH:29]=[CH:30][CH:31]=5)[N:26]([CH3:33])[CH:25]=4)[CH:21]=[CH:20][N:19]=3)=[CH:12][C:13]=2[NH2:14])[CH2:4]1. Given the reactants [CH3:1][N:2]([CH3:36])[C@@H:3]1[CH2:7][CH2:6][N:5]([C:8]2[C:13]([N+:14]([O-])=O)=[CH:12][C:11]([NH:17][C:18]3[N:23]=[C:22]([C:24]4[C:32]5[C:27](=[CH:28][CH:29]=[CH:30][CH:31]=5)[N:26]([CH3:33])[CH:25]=4)[CH:21]=[CH:20][N:19]=3)=[C:10]([O:34][CH3:35])[CH:9]=2)[CH2:4]1.[NH4+].[Cl-], predict the reaction product.